This data is from CYP2D6 inhibition data for predicting drug metabolism from PubChem BioAssay. The task is: Regression/Classification. Given a drug SMILES string, predict its absorption, distribution, metabolism, or excretion properties. Task type varies by dataset: regression for continuous measurements (e.g., permeability, clearance, half-life) or binary classification for categorical outcomes (e.g., BBB penetration, CYP inhibition). Dataset: cyp2d6_veith. (1) The molecule is C=CCNC(=O)c1ccc2nc(-c3ccccc3)c(-c3ccccc3)nc2c1. The result is 0 (non-inhibitor). (2) The drug is Cc1ccc(Cn2ccc(NC(=O)c3cc4nc(-c5ccco5)cc(C(F)(F)F)n4n3)n2)cc1. The result is 0 (non-inhibitor).